This data is from Full USPTO retrosynthesis dataset with 1.9M reactions from patents (1976-2016). The task is: Predict the reactants needed to synthesize the given product. (1) Given the product [NH2:14][C:12]1[CH:11]=[CH:10][C:5]([C:6]([O:8][CH3:9])=[O:7])=[C:4]([O:3][CH:2]([F:1])[F:17])[CH:13]=1, predict the reactants needed to synthesize it. The reactants are: [F:1][CH:2]([F:17])[O:3][C:4]1[CH:13]=[C:12]([N+:14]([O-])=O)[CH:11]=[CH:10][C:5]=1[C:6]([O:8][CH3:9])=[O:7]. (2) Given the product [CH2:1]([C:5]1[N:6]=[C:7]([CH3:27])[N:8]([CH2:36][CH:37]2[CH2:42][CH2:41][CH2:40][CH2:39][CH2:38]2)[C:9](=[O:26])[C:10]=1[CH2:11][C:12]1[CH:17]=[CH:16][C:15]([C:18]2[C:19]([C:24]#[N:25])=[CH:20][CH:21]=[CH:22][CH:23]=2)=[CH:14][CH:13]=1)[CH2:2][CH2:3][CH3:4], predict the reactants needed to synthesize it. The reactants are: [CH2:1]([C:5]1[N:6]=[C:7]([CH3:27])[NH:8][C:9](=[O:26])[C:10]=1[CH2:11][C:12]1[CH:17]=[CH:16][C:15]([C:18]2[C:19]([C:24]#[N:25])=[CH:20][CH:21]=[CH:22][CH:23]=2)=[CH:14][CH:13]=1)[CH2:2][CH2:3][CH3:4].[H-].[Na+].CN(C)C=O.Br[CH2:36][CH:37]1[CH2:42][CH2:41][CH2:40][CH2:39][CH2:38]1. (3) Given the product [CH2:1]([O:3][C:4]([C:6]1[N:7]([CH2:24][C:25]2[CH:30]=[CH:29][CH:28]=[C:27]([C:31]([F:34])([F:33])[F:32])[CH:26]=2)[C:8]2[C:13]([C:14]=1[C:42]1[CH:41]=[CH:40][CH:39]=[C:38]([C:35](=[O:37])[CH3:36])[CH:43]=1)=[CH:12][C:11]([C:16]1[CH:21]=[CH:20][C:19]([O:22][CH3:23])=[CH:18][CH:17]=1)=[CH:10][CH:9]=2)=[O:5])[CH3:2], predict the reactants needed to synthesize it. The reactants are: [CH2:1]([O:3][C:4]([C:6]1[N:7]([CH2:24][C:25]2[CH:30]=[CH:29][CH:28]=[C:27]([C:31]([F:34])([F:33])[F:32])[CH:26]=2)[C:8]2[C:13]([C:14]=1I)=[CH:12][C:11]([C:16]1[CH:21]=[CH:20][C:19]([O:22][CH3:23])=[CH:18][CH:17]=1)=[CH:10][CH:9]=2)=[O:5])[CH3:2].[C:35]([C:38]1[CH:39]=[C:40](B(O)O)[CH:41]=[CH:42][CH:43]=1)(=[O:37])[CH3:36].C([O-])([O-])=O.[Na+].[Na+]. (4) Given the product [Cl:1][C:2]1[N:7]=[C:6]([C:8]2[S:12][C:11]([N:13]3[CH2:14][CH2:15][O:16][CH2:17][CH2:18]3)=[N:10][C:9]=2[C:19]2[C:20]([F:26])=[C:21]([NH:22][S:33]([N:27]3[CH2:32][CH2:31][CH2:30][CH2:29][CH2:28]3)(=[O:35])=[O:34])[CH:23]=[CH:24][CH:25]=2)[CH:5]=[CH:4][N:3]=1, predict the reactants needed to synthesize it. The reactants are: [Cl:1][C:2]1[N:7]=[C:6]([C:8]2[S:12][C:11]([N:13]3[CH2:18][CH2:17][O:16][CH2:15][CH2:14]3)=[N:10][C:9]=2[C:19]2[C:20]([F:26])=[C:21]([CH:23]=[CH:24][CH:25]=2)[NH2:22])[CH:5]=[CH:4][N:3]=1.[N:27]1([S:33](Cl)(=[O:35])=[O:34])[CH2:32][CH2:31][CH2:30][CH2:29][CH2:28]1. (5) Given the product [F:4][C:5]1[CH:10]=[CH:9][C:8]([C:11]2[C:21]([CH:22]([OH:23])[C:24]3[N:29]=[C:28]([C:30]([O:32][CH3:33])=[O:31])[CH:27]=[CH:26][CH:25]=3)=[C:14]3[CH:15]=[CH:16][C:17]([O:19][CH3:20])=[CH:18][N:13]3[N:12]=2)=[CH:7][CH:6]=1, predict the reactants needed to synthesize it. The reactants are: ClCCl.[F:4][C:5]1[CH:10]=[CH:9][C:8]([C:11]2[C:21]([C:22]([C:24]3[N:29]=[C:28]([C:30]([O:32][CH3:33])=[O:31])[CH:27]=[CH:26][CH:25]=3)=[O:23])=[C:14]3[CH:15]=[CH:16][C:17]([O:19][CH3:20])=[CH:18][N:13]3[N:12]=2)=[CH:7][CH:6]=1.[BH4-].[Na+].[Cl-].[NH4+]. (6) Given the product [CH2:26]([N:24]([CH3:25])[C:19]1[C:18]([C:16]([NH:15][C:6]2([C:4]([OH:5])=[O:3])[CH2:14][C:13]3[C:8](=[CH:9][CH:10]=[CH:11][CH:12]=3)[CH2:7]2)=[O:17])=[CH:23][CH:22]=[CH:21][N:20]=1)[CH3:27], predict the reactants needed to synthesize it. The reactants are: C([O:3][C:4]([C:6]1([NH:15][C:16]([C:18]2[C:19]([N:24]([CH2:26][CH3:27])[CH3:25])=[N:20][CH:21]=[CH:22][CH:23]=2)=[O:17])[CH2:14][C:13]2[C:8](=[CH:9][CH:10]=[CH:11][CH:12]=2)[CH2:7]1)=[O:5])C.O1CCOCC1.CO. (7) Given the product [CH:1]1[C:10]2[C:5](=[CH:6][CH:7]=[CH:8][CH:9]=2)[CH:4]=[CH:3][C:2]=1[CH2:11][CH:12]1[C:21]2[C:16](=[CH:17][C:18]([O:24][CH3:25])=[C:19]([O:22][CH3:23])[CH:20]=2)[CH2:15][CH2:14][N:13]1[CH2:27][C:28]([NH:38][CH2:37][C:32]1[CH:33]=[CH:34][CH:35]=[CH:36][N:31]=1)=[O:29], predict the reactants needed to synthesize it. The reactants are: [CH:1]1[C:10]2[C:5](=[CH:6][CH:7]=[CH:8][CH:9]=2)[CH:4]=[CH:3][C:2]=1[CH2:11][CH:12]1[C:21]2[C:16](=[CH:17][C:18]([O:24][CH3:25])=[C:19]([O:22][CH3:23])[CH:20]=2)[CH2:15][CH2:14][NH:13]1.Br[CH2:27][C:28](Br)=[O:29].[N:31]1[CH:36]=[CH:35][CH:34]=[CH:33][C:32]=1[CH2:37][NH2:38]. (8) Given the product [Br:1][C:2]1[CH:10]=[CH:9][C:5]2[C:6](=[O:7])[NH:8][C:20]3([O:11][C:4]=2[CH:3]=1)[CH2:21][CH2:22][N:17]([CH2:16][C:15]1[CH:24]=[CH:25][C:26]([F:27])=[C:13]([F:12])[CH:14]=1)[CH2:18][CH2:19]3, predict the reactants needed to synthesize it. The reactants are: [Br:1][C:2]1[CH:10]=[CH:9][C:5]([C:6]([NH2:8])=[O:7])=[C:4]([OH:11])[CH:3]=1.[F:12][C:13]1[CH:14]=[C:15]([CH:24]=[CH:25][C:26]=1[F:27])[CH2:16][N:17]1[CH2:22][CH2:21][C:20](=O)[CH2:19][CH2:18]1.O.C1(C)C=CC(S(O)(=O)=O)=CC=1.C(=O)([O-])[O-].[Na+].[Na+]. (9) Given the product [CH3:31][C:27]1[N:26]=[C:25]([NH:24][CH2:1][CH:3]2[N:12]([C:13]([O:15][C:16]([CH3:19])([CH3:18])[CH3:17])=[O:14])[CH2:11][CH2:10][C:5]3([CH2:9][CH2:8][CH2:7][CH2:6]3)[CH2:4]2)[CH:30]=[CH:29][CH:28]=1, predict the reactants needed to synthesize it. The reactants are: [CH:1]([CH:3]1[N:12]([C:13]([O:15][C:16]([CH3:19])([CH3:18])[CH3:17])=[O:14])[CH2:11][CH2:10][C:5]2([CH2:9][CH2:8][CH2:7][CH2:6]2)[CH2:4]1)=O.C(O)(=O)C.[NH2:24][C:25]1[CH:30]=[CH:29][CH:28]=[C:27]([CH3:31])[N:26]=1.[BH-](OC(C)=O)(OC(C)=O)OC(C)=O.[Na+].